Predict the reactants needed to synthesize the given product. From a dataset of Full USPTO retrosynthesis dataset with 1.9M reactions from patents (1976-2016). (1) Given the product [I:1][C:2]1[CH:3]=[CH:4][C:5]([CH3:13])=[C:6]([CH2:7][OH:8])[CH:12]=1, predict the reactants needed to synthesize it. The reactants are: [I:1][C:2]1[CH:3]=[CH:4][C:5]([CH3:13])=[C:6]([CH:12]=1)[C:7](OCC)=[O:8].[BH4-].[Li+]. (2) Given the product [NH2:8][C:9]1[S:10][C@:11]2([C:39]([NH:53][CH2:52][C:51]([F:55])([F:54])[F:50])=[O:41])[C@H:13]([C@:14]([C:17]3[CH:22]=[C:21]([NH:23][C:24]([C:26]4[CH:31]=[N:30][C:29]([O:32][CH2:33][C:34]([F:36])([F:37])[F:35])=[CH:28][N:27]=4)=[O:25])[CH:20]=[CH:19][C:18]=3[F:38])([CH3:16])[N:15]=1)[CH2:12]2, predict the reactants needed to synthesize it. The reactants are: C(OC([N:8](COCC[Si](C)(C)C)[C:9]1[S:10][C@:11]2([C:39]([OH:41])=O)[C@H:13]([C@:14]([C:17]3[CH:22]=[C:21]([NH:23][C:24]([C:26]4[CH:31]=[N:30][C:29]([O:32][CH2:33][C:34]([F:37])([F:36])[F:35])=[CH:28][N:27]=4)=[O:25])[CH:20]=[CH:19][C:18]=3[F:38])([CH3:16])[N:15]=1)[CH2:12]2)=O)(C)(C)C.[F:50][C:51]([F:55])([F:54])[CH2:52][NH2:53].CN(C(ON1N=NC2C=CC=NC1=2)=[N+](C)C)C.F[P-](F)(F)(F)(F)F.O.C1(C)C=CC(S(O)(=O)=O)=CC=1. (3) Given the product [CH3:22][C:23]1[CH:28]=[CH:27][C:26]([S:29]([NH:1][C@@H:2]2[CH2:21][N:5]3[C:6](=[O:20])[N:7]([C:9]4[CH:14]=[CH:13][C:12]([O:15][C:16]([F:19])([F:17])[F:18])=[CH:11][CH:10]=4)[CH2:8][C@@H:4]3[CH2:3]2)(=[O:31])=[O:30])=[CH:25][CH:24]=1, predict the reactants needed to synthesize it. The reactants are: [NH2:1][C@@H:2]1[CH2:21][N:5]2[C:6](=[O:20])[N:7]([C:9]3[CH:14]=[CH:13][C:12]([O:15][C:16]([F:19])([F:18])[F:17])=[CH:11][CH:10]=3)[CH2:8][C@@H:4]2[CH2:3]1.[CH3:22][C:23]1[CH:28]=[CH:27][C:26]([S:29](Cl)(=[O:31])=[O:30])=[CH:25][CH:24]=1.CCN(CC)CC. (4) Given the product [N:19]1[CH:20]=[CH:21][CH:22]=[CH:23][C:18]=1[NH:17][C:15]([C:13]1[N:14]=[C:9]2[CH:8]=[CH:7][C:6]([C:4]3[CH:5]=[CH:29][CH:28]=[CH:2][N:3]=3)=[CH:11][N:10]2[CH:12]=1)=[O:16], predict the reactants needed to synthesize it. The reactants are: N1[CH:5]=[C:4]([C:6]2[CH:7]=[CH:8][C:9]3[N:10]([CH:12]=[C:13]([C:15]([NH:17][C:18]4[CH:23]=[CH:22][CH:21]=[CH:20][N:19]=4)=[O:16])[N:14]=3)[CH:11]=2)[N:3]=[CH:2]1.ON1[C:29]2N=CC=C[C:28]=2N=N1.CN(C(ON1N=NC2C=CC=NC1=2)=[N+](C)C)C.[F-].FP(F)(F)(F)F.C(N(C(C)C)CC)(C)C.N1C=CC=CC=1N.